Predict the reactants needed to synthesize the given product. From a dataset of Full USPTO retrosynthesis dataset with 1.9M reactions from patents (1976-2016). (1) Given the product [CH3:13][C:14]1[O:18][C:17]([CH2:19][NH:20][C:6]2[CH:5]=[CH:4][C:3]3[C:8](=[CH:9][CH:10]=[CH:11][C:2]=3/[CH:22]=[CH:21]/[C:23]3[CH:28]=[CH:27][CH:26]=[CH:25][N:24]=3)[N:7]=2)=[CH:16][CH:15]=1, predict the reactants needed to synthesize it. The reactants are: Br[C:2]1[CH:11]=[CH:10][CH:9]=[C:8]2[C:3]=1[CH:4]=[CH:5][C:6](Cl)=[N:7]2.[CH3:13][C:14]1[O:18][C:17]([CH2:19][NH2:20])=[CH:16][CH:15]=1.[CH:21]([C:23]1[CH:28]=[CH:27][CH:26]=[CH:25][N:24]=1)=[CH2:22]. (2) Given the product [CH:10]([N:9]([CH2:12][C@@H:13]([CH2:17][CH2:18][CH2:19][CH3:20])[C:14]([N:21]1[CH2:25][CH2:24][CH2:23][C@H:22]1[C:26]1[S:27][CH:28]=[C:29]([C:31]([NH2:33])=[O:32])[N:30]=1)=[O:16])[OH:8])=[O:11], predict the reactants needed to synthesize it. The reactants are: C([O:8][N:9]([CH2:12][C@@H:13]([CH2:17][CH2:18][CH2:19][CH3:20])[C:14]([OH:16])=O)[CH:10]=[O:11])C1C=CC=CC=1.[NH:21]1[CH2:25][CH2:24][CH2:23][C@H:22]1[C:26]1[S:27][CH:28]=[C:29]([C:31]([NH2:33])=[O:32])[N:30]=1. (3) Given the product [C:1]([C:5]1[O:9][C:8]([C@@H:10]2[C@@H:14]([OH:15])[C@@H:13]([OH:17])[C@H:12]([N:20]3[CH:28]=[N:27][C:26]4[C:21]3=[N:22][CH:23]=[N:24][C:25]=4[NH:29][C:30]3[CH:35]=[CH:34][C:33]([Cl:36])=[CH:32][C:31]=3[F:37])[O:11]2)=[N:7][N:6]=1)([CH3:4])([CH3:2])[CH3:3], predict the reactants needed to synthesize it. The reactants are: [C:1]([C:5]1[O:9][C:8]([C@@H:10]2[C@@H:14]3[O:15]C(C)(C)[O:17][C@H:13]3[C@H:12]([N:20]3[CH:28]=[N:27][C:26]4[C:21]3=[N:22][CH:23]=[N:24][C:25]=4[NH:29][C:30]3[CH:35]=[CH:34][C:33]([Cl:36])=[CH:32][C:31]=3[F:37])[O:11]2)=[N:7][N:6]=1)([CH3:4])([CH3:3])[CH3:2].O. (4) Given the product [CH3:19][C:4]1[CH:3]=[C:2]([C:20](=[O:22])[CH3:21])[C:11]2[O:10][C:9]([C:12]3[CH:17]=[CH:16][N:15]=[CH:14][CH:13]=3)=[CH:8][C:7](=[O:18])[C:6]=2[CH:5]=1, predict the reactants needed to synthesize it. The reactants are: Br[C:2]1[C:11]2[O:10][C:9]([C:12]3[CH:17]=[CH:16][N:15]=[CH:14][CH:13]=3)=[CH:8][C:7](=[O:18])[C:6]=2[CH:5]=[C:4]([CH3:19])[CH:3]=1.[CH:20]([O:22]CCCC)=[CH2:21].C(N(CC)CC)C.Cl. (5) Given the product [NH2:38][CH2:39][CH2:40][C:41]([N:17]1[CH2:18][CH2:19][N:14]([C:12]2[CH:11]=[C:10]([N:20]3[CH2:21][CH2:22][O:23][CH2:24][CH2:25]3)[N:9]=[C:8]([N:7]3[C:6]4[CH:26]=[CH:27][CH:28]=[CH:29][C:5]=4[N:4]=[C:3]3[CH:2]([F:1])[F:30])[N:13]=2)[CH2:15][CH2:16]1)=[O:42], predict the reactants needed to synthesize it. The reactants are: [F:1][CH:2]([F:30])[C:3]1[N:7]([C:8]2[N:13]=[C:12]([N:14]3[CH2:19][CH2:18][NH:17][CH2:16][CH2:15]3)[CH:11]=[C:10]([N:20]3[CH2:25][CH2:24][O:23][CH2:22][CH2:21]3)[N:9]=2)[C:6]2[CH:26]=[CH:27][CH:28]=[CH:29][C:5]=2[N:4]=1.C(OC([NH:38][CH2:39][CH2:40][C:41](O)=[O:42])=O)(C)(C)C.F[P-](F)(F)(F)(F)F.N1(OC(N(C)C)=[N+](C)C)C2N=CC=CC=2N=N1.C(N(CC)CC)C.